From a dataset of Catalyst prediction with 721,799 reactions and 888 catalyst types from USPTO. Predict which catalyst facilitates the given reaction. (1) Reactant: [H-].[Na+].[O:3]=[C:4]1[NH:8][C@H:7]([C:9]([O:11][CH3:12])=[O:10])[CH2:6][CH2:5]1.Br[CH2:14][C:15]#[N:16].OS(O)(=O)=O. Product: [C:15]([CH2:14][N:8]1[C:4](=[O:3])[CH2:5][CH2:6][C@H:7]1[C:9]([O:11][CH3:12])=[O:10])#[N:16]. The catalyst class is: 1. (2) Reactant: Br[C:2]1[C:3]([F:23])=[C:4]([CH:20]=[CH:21][CH:22]=1)[C:5]([N:7]1[CH2:12][CH2:11][N:10]([C:13]([O:15][C:16]([CH3:19])([CH3:18])[CH3:17])=[O:14])[CH2:9][CH2:8]1)=[O:6].C([Mg]Cl)C(C)C.CN(C)[CH:32]=[O:33].[Cl-].[NH4+]. Product: [F:23][C:3]1[C:2]([CH:32]=[O:33])=[CH:22][CH:21]=[CH:20][C:4]=1[C:5]([N:7]1[CH2:12][CH2:11][N:10]([C:13]([O:15][C:16]([CH3:19])([CH3:18])[CH3:17])=[O:14])[CH2:9][CH2:8]1)=[O:6]. The catalyst class is: 7. (3) Reactant: [N+:1]([C:4]1[CH:5]=[C:6]2[C:11](=[CH:12][CH:13]=1)[O:10][CH:9]=[CH:8][C:7]2=[O:14])([O-])=O. Product: [NH2:1][C:4]1[CH:5]=[C:6]2[C:11](=[CH:12][CH:13]=1)[O:10][CH:9]=[CH:8][C:7]2=[O:14]. The catalyst class is: 381. (4) Reactant: [OH:1][C:2]1[CH:7]=[CH:6][N:5]2[C:8]([C:11]([O:13][CH2:14][CH3:15])=[O:12])=[CH:9][N:10]=[C:4]2[CH:3]=1.O[CH:17]1[CH2:22][CH2:21][S:20](=[O:24])(=[O:23])[CH2:19][CH2:18]1.N(C(N1CCCCC1)=O)=NC(N1CCCCC1)=O.CCCCP(CCCC)CCCC. Product: [O:23]=[S:20]1(=[O:24])[CH2:21][CH2:22][CH:17]([O:1][C:2]2[CH:7]=[CH:6][N:5]3[C:8]([C:11]([O:13][CH2:14][CH3:15])=[O:12])=[CH:9][N:10]=[C:4]3[CH:3]=2)[CH2:18][CH2:19]1. The catalyst class is: 11. (5) Reactant: Cl[C:2]1[N:3]=[C:4]([N:13]2[CH2:18][CH2:17][O:16][CH2:15][CH2:14]2)[C:5]2[S:10][C:9]([CH:11]=O)=[CH:8][C:6]=2[N:7]=1.[OH:19][CH2:20][CH2:21][N:22]1[CH2:27][CH2:26][NH:25][CH2:24][CH2:23]1.CC(O)=O.[BH-](OC(C)=O)(OC(C)=O)OC(C)=O.[Na+].CC1(C)C(C)(C)OB([C:54]2[CH:55]=[N:56][C:57]([NH2:60])=[N:58][CH:59]=2)O1. Product: [NH2:60][C:57]1[N:58]=[CH:59][C:54]([C:2]2[N:3]=[C:4]([N:13]3[CH2:18][CH2:17][O:16][CH2:15][CH2:14]3)[C:5]3[S:10][C:9]([CH2:11][N:25]4[CH2:26][CH2:27][N:22]([CH2:21][CH2:20][OH:19])[CH2:23][CH2:24]4)=[CH:8][C:6]=3[N:7]=2)=[CH:55][N:56]=1. The catalyst class is: 26. (6) Reactant: [C:1]([O:5][C:6]([NH:8][C@@H:9]([CH2:13][CH2:14][S:15][C:16]1[CH:21]=[CH:20][CH:19]=[CH:18][N:17]=1)[C:10]([OH:12])=[O:11])=[O:7])([CH3:4])([CH3:3])[CH3:2].[CH3:22][Si](C=[N+]=[N-])(C)C. Product: [C:1]([O:5][C:6]([NH:8][C@@H:9]([CH2:13][CH2:14][S:15][C:16]1[CH:21]=[CH:20][CH:19]=[CH:18][N:17]=1)[C:10]([O:12][CH3:22])=[O:11])=[O:7])([CH3:4])([CH3:2])[CH3:3]. The catalyst class is: 442. (7) Product: [CH:1]1([CH2:6][C@H:7]([N:11]2[CH2:19][C:18]3[C:13](=[CH:14][CH:15]=[CH:16][C:17]=3[C:20]([F:21])([F:22])[F:23])[C:12]2=[O:24])[C:8]([NH:31][C:32]2[CH:36]=[CH:35][N:34]([CH2:37][C@H:38]([OH:41])[CH2:39][OH:40])[N:33]=2)=[O:9])[CH2:2][CH2:3][CH2:4][CH2:5]1. Reactant: [CH:1]1([CH2:6][C@H:7]([N:11]2[CH2:19][C:18]3[C:13](=[CH:14][CH:15]=[CH:16][C:17]=3[C:20]([F:23])([F:22])[F:21])[C:12]2=[O:24])[C:8](O)=[O:9])[CH2:5][CH2:4][CH2:3][CH2:2]1.C(Cl)(=O)C(Cl)=O.[NH2:31][C:32]1[CH:36]=[CH:35][N:34]([CH2:37][C@H:38]([OH:41])[CH2:39][OH:40])[N:33]=1.N1C(C)=CC=CC=1C. The catalyst class is: 306. (8) Reactant: [CH2:1]([O:5][C:6]([NH:8][S:9]([C:12]1[S:13][C:14]([CH2:33][CH:34]([CH3:36])[CH3:35])=[CH:15][C:16]=1[C:17]1[CH:22]=[CH:21][CH:20]=[C:19]([CH2:23][N:24]2C3=NC=CC=C3N=C2)[CH:18]=1)(=[O:11])=[O:10])=[O:7])[CH2:2][CH2:3][CH3:4].B(Cl)(Cl)Cl.[N:41]1([C:46]2[CH:51]=[CH:50][CH:49]=[CH:48][N:47]=2)[CH2:45]CCC1.ClC(OCCCC)=O.C(O)(=O)CC(CC(O)=O)(C(O)=O)O. Product: [CH2:1]([O:5][C:6]([NH:8][S:9]([C:12]1[S:13][C:14]([CH2:33][CH:34]([CH3:35])[CH3:36])=[CH:15][C:16]=1[C:17]1[CH:22]=[CH:21][CH:20]=[C:19]([CH2:23][N:24]2[C:51]3[C:46](=[N:47][CH:48]=[CH:49][CH:50]=3)[N:41]=[CH:45]2)[CH:18]=1)(=[O:11])=[O:10])=[O:7])[CH2:2][CH2:3][CH3:4]. The catalyst class is: 2.